From a dataset of Forward reaction prediction with 1.9M reactions from USPTO patents (1976-2016). Predict the product of the given reaction. (1) Given the reactants [CH:1]1([O:6][C:7]2[CH:8]=[C:9]([C:15]3[N:16]=[N:17][C:18](=[O:20])[CH:19]=3)[CH:10]=[CH:11][C:12]=2[O:13][CH3:14])[CH2:5][CH2:4][CH2:3][CH2:2]1.[H-].[Na+].Br[CH:24]1[CH2:28][CH2:27][CH2:26][CH2:25]1, predict the reaction product. The product is: [CH:24]1([N:17]2[C:18](=[O:20])[CH:19]=[C:15]([C:9]3[CH:10]=[CH:11][C:12]([O:13][CH3:14])=[C:7]([O:6][CH:1]4[CH2:2][CH2:3][CH2:4][CH2:5]4)[CH:8]=3)[NH:16]2)[CH2:28][CH2:27][CH2:26][CH2:25]1. (2) Given the reactants [NH2:1][C:2]1[CH:9]=[CH:8][CH:7]=[CH:6][C:3]=1[CH:4]=[O:5].N1C=CC=CC=1.[Cl:16][CH2:17][C:18](Cl)=[O:19].CCCCCC.CCOC(C)=O, predict the reaction product. The product is: [Cl:16][CH2:17][C:18]([NH:1][C:2]1[CH:9]=[CH:8][CH:7]=[CH:6][C:3]=1[CH:4]=[O:5])=[O:19]. (3) Given the reactants [NH:1]1[C:5]2=[N:6][CH:7]=[CH:8][CH:9]=[C:4]2[C:3]([CH:10]=[C:11]2[O:15][C:14]([NH:16][C:17]3[CH:22]=[CH:21][C:20]([F:23])=[CH:19][CH:18]=3)=[C:13]([C:24]([O:26][CH3:27])=[O:25])[C:12]2=[O:28])=[CH:2]1.C(O)[CH2:30][OH:31], predict the reaction product. The product is: [NH:1]1[C:5]2=[N:6][CH:7]=[CH:8][CH:9]=[C:4]2[C:3]([CH:10]=[C:11]2[O:15][C:14]([NH:16][C:17]3[CH:18]=[CH:19][C:20]([F:23])=[CH:21][CH:22]=3)=[C:13]([C:24]([O:26][CH2:27][CH2:30][OH:31])=[O:25])[C:12]2=[O:28])=[CH:2]1. (4) Given the reactants [O:1]=[C:2]1[C:10]2([C:11]3[CH:16]=[CH:15][CH:14]=[CH:13][N:12]=3)[CH:5]([CH2:6][N:7]([C:17]([O:19][C:20]([CH3:23])([CH3:22])[CH3:21])=[O:18])[CH2:8][CH2:9]2)[CH2:4][O:3]1.[BH4-].[Li+], predict the reaction product. The product is: [OH:3][CH2:4][CH:5]1[C:10]([CH2:2][OH:1])([C:11]2[CH:16]=[CH:15][CH:14]=[CH:13][N:12]=2)[CH2:9][CH2:8][N:7]([C:17]([O:19][C:20]([CH3:23])([CH3:22])[CH3:21])=[O:18])[CH2:6]1. (5) Given the reactants [NH2:1][C:2]1[C:3]([O:12][CH3:13])=[CH:4][C:5]([Cl:11])=[C:6]([CH:10]=1)[C:7]([O-:9])=[O:8].[K+].[N:15]([O-])=O.[Na+].O.O.[Sn](Cl)Cl, predict the reaction product. The product is: [ClH:11].[Cl:11][C:5]1[CH:4]=[C:3]([O:12][CH3:13])[C:2]([NH:1][NH2:15])=[CH:10][C:6]=1[C:7]([OH:9])=[O:8]. (6) Given the reactants [Br:1][C:2]1[CH:7]=[CH:6][C:5]([CH2:8][N:9]=[C:10]=[O:11])=[CH:4][CH:3]=1.[C:12]([C@@H:15]1[CH2:19][CH2:18][CH2:17][N:16]1[C:20]([O:22][C:23]([CH3:26])([CH3:25])[CH3:24])=[O:21])(=[O:14])[NH2:13].C(OCC)(=O)C.CCCCCC, predict the reaction product. The product is: [C:23]([O:22][C:20]([N:16]1[CH2:17][CH2:18][CH2:19][C@H:15]1[C:12]([NH:13][C:10]([NH:9][CH2:8][C:5]1[CH:4]=[CH:3][C:2]([Br:1])=[CH:7][CH:6]=1)=[O:11])=[O:14])=[O:21])([CH3:26])([CH3:24])[CH3:25]. (7) Given the reactants [N+:1]([C:4]1[CH:25]=[CH:24][C:7]([O:8][C:9]2[CH:14]=[CH:13][C:12]([C@H:15]3[N:23]4[C@@H:18]([CH2:19][CH2:20][CH2:21][CH2:22]4)[CH2:17][CH2:16]3)=[CH:11][CH:10]=2)=[CH:6][CH:5]=1)([O-])=O.C1CC=CCC=1, predict the reaction product. The product is: [NH2:1][C:4]1[CH:5]=[CH:6][C:7]([O:8][C:9]2[CH:10]=[CH:11][C:12]([C@H:15]3[N:23]4[C@@H:18]([CH2:19][CH2:20][CH2:21][CH2:22]4)[CH2:17][CH2:16]3)=[CH:13][CH:14]=2)=[CH:24][CH:25]=1.